This data is from Full USPTO retrosynthesis dataset with 1.9M reactions from patents (1976-2016). The task is: Predict the reactants needed to synthesize the given product. (1) Given the product [CH3:51][O:50][C:33]1[CH:32]=[C:31]([CH:36]=[C:35]([S:37]([CH2:40][CH2:41][O:42][CH2:43][CH2:44][O:45][CH2:46][CH2:47][O:48][CH3:49])(=[O:39])=[O:38])[CH:34]=1)[NH2:30], predict the reactants needed to synthesize it. The reactants are: C(C1C=C(NC(NC2C3C(=CC=CC=3)C(OC3C=CN=C([NH:30][C:31]4[CH:36]=[C:35]([S:37]([CH2:40][CH2:41][O:42][CH2:43][CH2:44][O:45][CH2:46][CH2:47][O:48][CH3:49])(=[O:39])=[O:38])[CH:34]=[C:33]([O:50][CH3:51])[CH:32]=4)N=3)=CC=2)=O)N(C2C=CC(C)=CC=2)N=1)(C)C.[H][H]. (2) The reactants are: [CH:1]1([NH:6][C:7]2[CH:8]=[C:9]([O:25][CH3:26])[CH:10]=[C:11]3[C:15]=2[NH:14][C:13]([C:16]2[S:17][CH2:18][C@@H:19]([CH2:21][C:22](O)=[O:23])[N:20]=2)=[CH:12]3)[CH2:5][CH2:4][CH2:3][CH2:2]1.[NH:27]1[CH2:32][CH2:31][O:30][CH2:29][CH2:28]1. Given the product [CH:1]1([NH:6][C:7]2[CH:8]=[C:9]([O:25][CH3:26])[CH:10]=[C:11]3[C:15]=2[NH:14][C:13]([C:16]2[S:17][CH2:18][C@@H:19]([CH2:21][C:22]([N:27]4[CH2:32][CH2:31][O:30][CH2:29][CH2:28]4)=[O:23])[N:20]=2)=[CH:12]3)[CH2:2][CH2:3][CH2:4][CH2:5]1, predict the reactants needed to synthesize it. (3) Given the product [CH3:29][N:30]1[CH2:31][CH2:32][N:33]([C:36]2[CH:41]=[CH:40][C:39]([NH:42][CH:2]=[C:3]3[C:11]4[C:6](=[CH:7][C:8]([C:12]([C:14]5[CH:15]=[C:16]([NH:20][C:21]([C:23]6[S:24][CH:25]=[CH:26][CH:27]=6)=[O:22])[CH:17]=[CH:18][CH:19]=5)=[O:13])=[CH:9][CH:10]=4)[NH:5][C:4]3=[O:28])=[CH:38][CH:37]=2)[CH2:34][CH2:35]1, predict the reactants needed to synthesize it. The reactants are: O[CH:2]=[C:3]1[C:11]2[C:6](=[CH:7][C:8]([C:12]([C:14]3[CH:15]=[C:16]([NH:20][C:21]([C:23]4[S:24][CH:25]=[CH:26][CH:27]=4)=[O:22])[CH:17]=[CH:18][CH:19]=3)=[O:13])=[CH:9][CH:10]=2)[NH:5][C:4]1=[O:28].[CH3:29][N:30]1[CH2:35][CH2:34][N:33]([C:36]2[CH:41]=[CH:40][C:39]([NH2:42])=[CH:38][CH:37]=2)[CH2:32][CH2:31]1. (4) Given the product [CH3:15][NH:16][C:17]([C:19]1[C:27]2[C:22](=[CH:23][C:24]([O:28][C:2]3[CH:7]=[CH:6][N:5]=[C:4]4[CH:8]=[C:9]([C:11](=[O:14])[CH2:12][CH3:13])[S:10][C:3]=34)=[CH:25][CH:26]=2)[N:21]([CH3:29])[C:20]=1[CH3:30])=[O:18], predict the reactants needed to synthesize it. The reactants are: Cl[C:2]1[CH:7]=[CH:6][N:5]=[C:4]2[CH:8]=[C:9]([C:11](=[O:14])[CH2:12][CH3:13])[S:10][C:3]=12.[CH3:15][NH:16][C:17]([C:19]1[C:27]2[C:22](=[CH:23][C:24]([OH:28])=[CH:25][CH:26]=2)[N:21]([CH3:29])[C:20]=1[CH3:30])=[O:18].C([O-])([O-])=O.[Cs+].[Cs+]. (5) Given the product [CH3:8][C@@H:9]1[CH2:13][CH2:12][CH2:11][N:10]1[CH2:14][CH2:15][CH2:16][O:17][C:18]1[CH:23]=[CH:22][C:21]([N:24]2[CH2:29][CH2:28][NH:27][CH2:26][C:25]2=[O:37])=[CH:20][CH:19]=1, predict the reactants needed to synthesize it. The reactants are: FC(F)(F)C(O)=O.[CH3:8][C@@H:9]1[CH2:13][CH2:12][CH2:11][N:10]1[CH2:14][CH2:15][CH2:16][O:17][C:18]1[CH:23]=[CH:22][C:21]([N:24]2[CH2:29][CH2:28][N:27](C(OC(C)(C)C)=O)[CH2:26][C:25]2=[O:37])=[CH:20][CH:19]=1. (6) Given the product [Cl:1][C:2]1[CH:3]=[C:4]([C:9]2[CH2:13][C:12]([C:18]3[CH:23]=[C:22]([Br:24])[C:21]([F:25])=[C:20]([Br:26])[CH:19]=3)([C:14]([F:17])([F:15])[F:16])[O:11][N:10]=2)[CH:5]=[CH:6][C:7]=1[CH2:8][N:51]1[C:50](=[O:52])[C:49]2=[CH:53][CH:54]=[CH:55][CH:56]=[C:48]2[C:47]1=[O:57], predict the reactants needed to synthesize it. The reactants are: [Cl:1][C:2]1[CH:3]=[C:4]([C:9]2[CH2:13][C:12]([C:18]3[CH:23]=[C:22]([Br:24])[C:21]([F:25])=[C:20]([Br:26])[CH:19]=3)([C:14]([F:17])([F:16])[F:15])[O:11][N:10]=2)[CH:5]=[CH:6][C:7]=1[CH3:8].BrN1C(=O)CCC1=O.N(C(C)(C)C#N)=NC(C)(C)C#N.[C:47]1(=[O:57])[NH:51][C:50](=[O:52])[C:49]2=[CH:53][CH:54]=[CH:55][CH:56]=[C:48]12.[K]. (7) Given the product [O:1]1[CH2:6][CH2:5][CH:4]([C:7]2[CH:8]=[C:9]([C:13]3[CH:14]=[C:15]4[C:20](=[N:21][CH:22]=3)[N:19]([C:23]([NH2:25])=[O:24])[CH2:18][CH2:17][CH2:16]4)[CH:10]=[N:11][CH:12]=2)[CH2:3][CH2:2]1, predict the reactants needed to synthesize it. The reactants are: [O:1]1[CH2:6][CH:5]=[C:4]([C:7]2[CH:8]=[C:9]([C:13]3[CH:14]=[C:15]4[C:20](=[N:21][CH:22]=3)[N:19]([C:23]([NH2:25])=[O:24])[CH2:18][CH2:17][CH2:16]4)[CH:10]=[N:11][CH:12]=2)[CH2:3][CH2:2]1.C([O-])=O.[NH4+]. (8) The reactants are: C(O[C:6]([NH:8][C:9]1[CH:14]=[C:13]([C:15]([O:17][CH3:18])=[O:16])[CH:12]=[CH:11][C:10]=1B(O)O)=O)(C)(C)C.ClC1N=C(CCC2C=CC=CC=2)C=CC=1C#[N:26].Cl[C:40]1[C:41](C#N)=[N:42][CH:43]=[C:44](/[CH:46]=[CH:47]/[C:48]2[CH:53]=[CH:52][CH:51]=[CH:50][CH:49]=2)[CH:45]=1.C(=O)([O-])[O-].[Na+].[Na+]. Given the product [NH2:26][C:6]1[C:41]2[N:42]=[CH:43][C:44]([CH2:46][CH2:47][C:48]3[CH:53]=[CH:52][CH:51]=[CH:50][CH:49]=3)=[CH:45][C:40]=2[C:10]2[CH:11]=[CH:12][C:13]([C:15]([O:17][CH3:18])=[O:16])=[CH:14][C:9]=2[N:8]=1, predict the reactants needed to synthesize it. (9) Given the product [CH3:3][O:4][C:5]([C:7]1[O:8][C:9]([CH2:12][N:13]2[CH:17]=[C:16]([NH2:18])[CH:15]=[N:14]2)=[CH:10][CH:11]=1)=[O:6], predict the reactants needed to synthesize it. The reactants are: N#N.[CH3:3][O:4][C:5]([C:7]1[O:8][C:9]([CH2:12][N:13]2[CH:17]=[C:16]([N+:18]([O-])=O)[CH:15]=[N:14]2)=[CH:10][CH:11]=1)=[O:6]. (10) Given the product [CH2:16]([NH:20][C:21]([N:23]1[C:31]2[C:26](=[C:27]([CH:32]([OH:33])[C:15]3[C:9]4[C:10](=[N:11][CH:12]=[C:7]([C:3]5[CH:2]=[N:1][CH:6]=[CH:5][CH:4]=5)[CH:8]=4)[NH:13][CH:14]=3)[CH:28]=[CH:29][CH:30]=2)[CH:25]=[CH:24]1)=[O:22])[CH2:17][CH2:18][CH3:19], predict the reactants needed to synthesize it. The reactants are: [N:1]1[CH:6]=[CH:5][CH:4]=[C:3]([C:7]2[CH:8]=[C:9]3[CH:15]=[CH:14][NH:13][C:10]3=[N:11][CH:12]=2)[CH:2]=1.[CH2:16]([NH:20][C:21]([N:23]1[C:31]2[C:26](=[C:27]([CH:32]=[O:33])[CH:28]=[CH:29][CH:30]=2)[CH:25]=[CH:24]1)=[O:22])[CH2:17][CH2:18][CH3:19].[OH-].[K+].O.